From a dataset of Full USPTO retrosynthesis dataset with 1.9M reactions from patents (1976-2016). Predict the reactants needed to synthesize the given product. (1) Given the product [OH:15][NH:14][C:12](=[NH:13])[CH2:1][CH2:2][CH2:3][CH2:4][CH2:5][CH2:6][CH2:7][CH2:8][CH2:9][CH2:10][CH3:11], predict the reactants needed to synthesize it. The reactants are: [CH2:1]([C:12]#[N:13])[CH2:2][CH2:3][CH2:4][CH2:5][CH2:6][CH2:7][CH2:8][CH2:9][CH2:10][CH3:11].[NH2:14][OH:15]. (2) Given the product [Cl:1][C:2]1[CH:7]=[C:6]([Cl:8])[C:5]([O:9][CH3:10])=[CH:4][C:3]=1[NH:11][C:12]1[C:21]2[C:16](=[CH:17][C:18]([C:30]#[C:29][CH2:28][CH2:27][N:31]3[CH2:32][CH2:33][N:34]([CH3:37])[CH2:35][CH2:36]3)=[C:19]([O:22][CH3:23])[CH:20]=2)[N:15]=[CH:14][C:13]=1[C:25]#[N:26], predict the reactants needed to synthesize it. The reactants are: [Cl:1][C:2]1[CH:7]=[C:6]([Cl:8])[C:5]([O:9][CH3:10])=[CH:4][C:3]=1[NH:11][C:12]1[C:21]2[C:16](=[CH:17][C:18](I)=[C:19]([O:22][CH3:23])[CH:20]=2)[N:15]=[CH:14][C:13]=1[C:25]#[N:26].[CH2:27]([N:31]1[CH2:36][CH2:35][N:34]([CH3:37])[CH2:33][CH2:32]1)[CH2:28][C:29]#[CH:30].C1(P(C2C=CC=CC=2)C2C=CC=CC=2)C=CC=CC=1.C(OCC)(=O)C. (3) Given the product [CH3:45][O:44][C:40]1[CH:39]=[C:38]([NH:37][CH:30]([C:31]2[CH:36]=[CH:35][CH:34]=[CH:33][CH:32]=2)[C:8]([C:10]2[C:18]3[C:13](=[CH:14][C:15]([C:19]([O:21][CH3:22])=[O:20])=[CH:16][CH:17]=3)[NH:12][CH:11]=2)=[O:9])[CH:43]=[CH:42][N:41]=1, predict the reactants needed to synthesize it. The reactants are: C(N(CC)CC)C.[CH:8]([C:10]1[C:18]2[C:13](=[CH:14][C:15]([C:19]([O:21][CH3:22])=[O:20])=[CH:16][CH:17]=2)[N:12](C(OC(C)(C)C)=O)[CH:11]=1)=[O:9].[CH:30](=[N:37][C:38]1[CH:43]=[CH:42][N:41]=[C:40]([O:44][CH3:45])[CH:39]=1)[C:31]1[CH:36]=[CH:35][CH:34]=[CH:33][CH:32]=1. (4) The reactants are: [Br:1][C:2]1[N:7]2[CH:8]=[CH:9][N:10]=[C:6]2[C:5]([NH:11][C:12]2[CH:17]=[CH:16][C:15]([N:18]3[CH:22]=[CH:21][N:20]=[CH:19]3)=[CH:14][CH:13]=2)=[N:4][CH:3]=1.CC1(C)C(C)(C)OB(C2C=NNC=2)O1.C([O-])([O-])=O.[Na+].[Na+]. Given the product [NH3:4].[Br:1][C:2]1[N:7]2[CH:8]=[CH:9][N:10]=[C:6]2[C:5]([NH:11][C:12]2[CH:13]=[CH:14][C:15]([N:18]3[CH:22]=[CH:21][N:20]=[CH:19]3)=[CH:16][CH:17]=2)=[N:4][CH:3]=1, predict the reactants needed to synthesize it. (5) Given the product [CH2:1]([O:8][C:9]1[CH:10]=[C:11]([CH2:15][C:25]#[N:26])[CH:12]=[CH:13][CH:14]=1)[C:2]1[CH:7]=[CH:6][CH:5]=[CH:4][CH:3]=1, predict the reactants needed to synthesize it. The reactants are: [CH2:1]([O:8][C:9]1[CH:10]=[C:11]([CH2:15]O)[CH:12]=[CH:13][CH:14]=1)[C:2]1[CH:7]=[CH:6][CH:5]=[CH:4][CH:3]=1.ClC(Cl)C.S(Cl)(Cl)=O.[C-:25]#[N:26].[Na+]. (6) Given the product [Br:1][C:2]1[CH:9]=[CH:8][C:7]([O:10][CH2:22][CH3:23])=[CH:6][C:3]=1[C:4]#[N:5], predict the reactants needed to synthesize it. The reactants are: [Br:1][C:2]1[CH:9]=[CH:8][C:7]([OH:10])=[CH:6][C:3]=1[C:4]#[N:5].CN(C=O)C.C(=O)([O-])[O-].[Cs+].[Cs+].[CH2:22](I)[CH3:23]. (7) Given the product [CH2:1]([O:4][C:5]1[C:6](=[O:12])[C:7]2[C:8](=[CH:14][CH:13]=[C:15]3[C:16]=2[CH2:17][CH2:18][CH2:19][CH2:20]3)[C:9](=[O:11])[CH:10]=1)[CH:2]=[CH2:3], predict the reactants needed to synthesize it. The reactants are: [CH2:1]([O:4][C:5]1[C:6](=[O:12])[CH:7]=[CH:8][C:9](=[O:11])[CH:10]=1)[CH:2]=[CH2:3].[CH:13]([C:15]1[CH2:20][CH2:19][CH2:18][CH2:17][CH:16]=1)=[CH2:14].C(N(CC)CC)C. (8) The reactants are: [Cl:1][CH2:2]I.[C:4]([O:8][P:9]([O-:16])([O:11][C:12]([CH3:15])([CH3:14])[CH3:13])=[O:10])([CH3:7])([CH3:6])[CH3:5].C([N+](CCCC)(CCCC)CCCC)CCC. Given the product [P:9]([O:16][CH2:2][Cl:1])([O:8][C:4]([CH3:7])([CH3:6])[CH3:5])([O:11][C:12]([CH3:14])([CH3:15])[CH3:13])=[O:10], predict the reactants needed to synthesize it. (9) Given the product [Cl:18][C:8]1[C:9]2[C:4](=[C:3]([N+:13]([O-:15])=[O:14])[C:2]([CH3:1])=[CH:11][CH:10]=2)[CH:5]=[CH:6][N:7]=1, predict the reactants needed to synthesize it. The reactants are: [CH3:1][C:2]1[C:3]([N+:13]([O-:15])=[O:14])=[C:4]2[C:9](=[CH:10][CH:11]=1)[CH:8]=[N+:7]([O-])[CH:6]=[CH:5]2.O=P(Cl)(Cl)[Cl:18].